Dataset: Ames mutagenicity test results for genotoxicity prediction. Task: Regression/Classification. Given a drug SMILES string, predict its toxicity properties. Task type varies by dataset: regression for continuous values (e.g., LD50, hERG inhibition percentage) or binary classification for toxic/non-toxic outcomes (e.g., AMES mutagenicity, cardiotoxicity, hepatotoxicity). Dataset: ames. The compound is Cc1cccc2c1cc1ccc3cccc4ccc2c1c34. The result is 1 (mutagenic).